Dataset: Forward reaction prediction with 1.9M reactions from USPTO patents (1976-2016). Task: Predict the product of the given reaction. (1) Given the reactants Cl.O1CCOCC1.[F:8][C:9]1[CH:10]=[C:11]2[C:16](=[CH:17][CH:18]=1)[N:15]([CH3:19])[C:14](=[O:20])[CH:13]=[C:12]2[CH2:21][N:22]1[C:28](=[O:29])[C@@H:27]([NH:30][C:31](=[O:43])[C@@H:32]([N:34](C)[C:35](=O)OC(C)(C)C)[CH3:33])[CH2:26][O:25][C:24]2[CH:44]=[CH:45][CH:46]=[CH:47][C:23]1=2, predict the reaction product. The product is: [F:8][C:9]1[CH:10]=[C:11]2[C:16](=[CH:17][CH:18]=1)[N:15]([CH3:19])[C:14](=[O:20])[CH:13]=[C:12]2[CH2:21][N:22]1[C:28](=[O:29])[C@@H:27]([NH:30][C:31](=[O:43])[C@@H:32]([NH:34][CH3:35])[CH3:33])[CH2:26][O:25][C:24]2[CH:44]=[CH:45][CH:46]=[CH:47][C:23]1=2. (2) Given the reactants Br.Br[CH2:3][C:4]1[CH:9]=[CH:8][N:7]=[CH:6][CH:5]=1.[OH:10][C:11]1[CH:16]=[CH:15][C:14]([CH2:17][CH2:18][CH:19]([CH2:24][CH2:25][CH2:26][C:27]2[CH:32]=[CH:31][CH:30]=[CH:29][CH:28]=2)[C:20]([O:22][CH3:23])=[O:21])=[CH:13][CH:12]=1.C([O-])([O-])=O.[Cs+].[Cs+].Cl, predict the reaction product. The product is: [N:7]1[CH:8]=[CH:9][C:4]([CH2:3][O:10][C:11]2[CH:12]=[CH:13][C:14]([CH2:17][CH2:18][CH:19]([CH2:24][CH2:25][CH2:26][C:27]3[CH:28]=[CH:29][CH:30]=[CH:31][CH:32]=3)[C:20]([O:22][CH3:23])=[O:21])=[CH:15][CH:16]=2)=[CH:5][CH:6]=1. (3) Given the reactants [OH:1][CH:2]1[CH2:7][CH2:6][N:5]([C:8]([O:10][CH2:11][C:12]2[CH:17]=[CH:16][CH:15]=[CH:14][CH:13]=2)=[O:9])[CH2:4][CH2:3]1.[CH3:18][O:19][CH2:20][CH2:21]Br.[OH-].[Na+].O, predict the reaction product. The product is: [CH3:18][O:19][CH2:20][CH2:21][O:1][CH:2]1[CH2:3][CH2:4][N:5]([C:8]([O:10][CH2:11][C:12]2[CH:17]=[CH:16][CH:15]=[CH:14][CH:13]=2)=[O:9])[CH2:6][CH2:7]1. (4) Given the reactants FC1C=CC(NC(=O)NC2C=CC(C3C=C4C(CN([C@@H](C(C)C)C(O)=O)C4=O)=CC=3)=CC=2)=CC=1.[F:35][C:36]1[CH:37]=[C:38]([NH:43][C:44](=[O:70])[NH:45][C:46]2[CH:51]=[CH:50][C:49]([C:52]3[CH:60]=[C:59]4[C:55]([CH2:56][N:57]([C@@H:62]([CH:67]([CH3:69])[CH3:68])[C:63]([O:65]C)=[O:64])[C:58]4=[O:61])=[CH:54][CH:53]=3)=[CH:48][CH:47]=2)[CH:39]=[CH:40][C:41]=1[F:42], predict the reaction product. The product is: [F:35][C:36]1[CH:37]=[C:38]([NH:43][C:44](=[O:70])[NH:45][C:46]2[CH:51]=[CH:50][C:49]([C:52]3[CH:60]=[C:59]4[C:55]([CH2:56][N:57]([C@@H:62]([CH:67]([CH3:68])[CH3:69])[C:63]([OH:65])=[O:64])[C:58]4=[O:61])=[CH:54][CH:53]=3)=[CH:48][CH:47]=2)[CH:39]=[CH:40][C:41]=1[F:42]. (5) The product is: [OH:1][C:2]1[CH:10]=[CH:9][C:5]([C:6]([O:8][CH2:23][CH2:22][CH2:21][CH2:20][CH2:19][CH2:18][CH2:17][CH2:16][CH2:15][CH2:14][CH2:13][CH2:12][Br:11])=[O:7])=[CH:4][CH:3]=1. Given the reactants [OH:1][C:2]1[CH:10]=[CH:9][C:5]([C:6]([OH:8])=[O:7])=[CH:4][CH:3]=1.[Br:11][CH2:12][CH2:13][CH2:14][CH2:15][CH2:16][CH2:17][CH2:18][CH2:19][CH2:20][CH2:21][CH2:22][CH2:23]Br.C(OCC)(=O)C, predict the reaction product. (6) The product is: [Br:1][C:2]1[N:7]=[CH:6][C:5]2[C:8]([C:17]3[CH2:16][O:15][CH2:19][CH:18]=3)=[N:9][N:10]([CH:11]([CH3:13])[CH3:12])[C:4]=2[CH:3]=1. Given the reactants [Br:1][C:2]1[N:7]=[CH:6][C:5]2[C:8](I)=[N:9][N:10]([CH:11]([CH3:13])[CH3:12])[C:4]=2[CH:3]=1.[O:15]1[CH2:19][CH:18]=[C:17](B2OC(C)(C)C(C)(C)O2)[CH2:16]1.ClCCl.C(=O)([O-])[O-].[Na+].[Na+].C([O-])(=O)C.[K+], predict the reaction product. (7) The product is: [CH2:19]([O:18][C@H:17]1[C@H:14]2[O:15][CH2:16][C@:11]1([CH2:10][OH:9])[O:12][C@H:13]2[N:26]1[CH:34]=[N:33][C:32]2[C:31](=[O:35])[NH:30][CH:29]=[N:28][C:27]1=2)[C:20]1[CH:25]=[CH:24][CH:23]=[CH:22][CH:21]=1. Given the reactants C([O:9][CH2:10][C@:11]12[C@@H:17]([O:18][CH2:19][C:20]3[CH:25]=[CH:24][CH:23]=[CH:22][CH:21]=3)[C@@H:14]([O:15][CH2:16]1)[C@H:13]([N:26]1[CH:34]=[N:33][C:32]3[C:31](=[O:35])[NH:30][CH:29]=[N:28][C:27]1=3)[O:12]2)(=O)C1C=CC=CC=1.[OH-].[Na+].C(O)(=O)C, predict the reaction product. (8) The product is: [OH:1][C:2]1[CH:3]=[C:4]([CH:9]=[C:10]([O:12][CH2:15][C:16]2[CH:23]=[CH:22][CH:21]=[CH:20][C:17]=2[CH3:18])[CH:11]=1)[C:5]([O:7][CH3:8])=[O:6]. Given the reactants [OH:1][C:2]1[CH:3]=[C:4]([CH:9]=[C:10]([OH:12])[CH:11]=1)[C:5]([O:7][CH3:8])=[O:6].[H-].[Na+].[CH3:15][C:16]1[CH:23]=[CH:22][CH:21]=[CH:20][C:17]=1[CH2:18]Br, predict the reaction product.